This data is from Peptide-MHC class I binding affinity with 185,985 pairs from IEDB/IMGT. The task is: Regression. Given a peptide amino acid sequence and an MHC pseudo amino acid sequence, predict their binding affinity value. This is MHC class I binding data. (1) The peptide sequence is SVFALLPPQ. The MHC is HLA-B27:03 with pseudo-sequence HLA-B27:03. The binding affinity (normalized) is 0.0847. (2) The peptide sequence is KEKDMTKEFF. The MHC is HLA-B40:01 with pseudo-sequence HLA-B40:01. The binding affinity (normalized) is 0.0885. (3) The MHC is HLA-B51:01 with pseudo-sequence HLA-B51:01. The binding affinity (normalized) is 0. The peptide sequence is SFSLESDSIK.